Dataset: Catalyst prediction with 721,799 reactions and 888 catalyst types from USPTO. Task: Predict which catalyst facilitates the given reaction. (1) Reactant: Cl[C:2]1[C:11]2=[N:12][N:13](CC3C=CC(OC)=CC=3)[CH:14]=[C:10]2[C:9]2[CH:8]=[C:7]([O:24][CH3:25])[CH:6]=[CH:5][C:4]=2[N:3]=1.C(OC([N:33]1[C:42]2[C:37](=[CH:38][CH:39]=[C:40]([NH2:43])[CH:41]=2)[CH2:36][CH2:35][CH2:34]1)=O)(C)(C)C.Cl. Product: [CH3:25][O:24][C:7]1[CH:6]=[CH:5][C:4]2[N:3]=[C:2]([NH:43][C:40]3[CH:41]=[C:42]4[C:37]([CH2:36][CH2:35][CH2:34][NH:33]4)=[CH:38][CH:39]=3)[C:11]3=[N:12][NH:13][CH:14]=[C:10]3[C:9]=2[CH:8]=1. The catalyst class is: 71. (2) Reactant: [NH2:1][C:2]1[CH:7]=[CH:6][C:5]([Br:8])=[CH:4][N:3]=1.Cl[CH2:10][CH:11]=O.C(=O)(O)[O-].[Na+]. Product: [Br:8][C:5]1[CH:6]=[CH:7][C:2]2[N:3]([CH:10]=[CH:11][N:1]=2)[CH:4]=1. The catalyst class is: 10. (3) Reactant: [O:1]=[C:2]1[CH2:10][C:9]2[C:4](=[CH:5][CH:6]=[C:7]([S:11]([CH2:14][C:15]3[CH:22]=[CH:21][CH:20]=[CH:19][C:16]=3[C:17]#[N:18])(=[O:13])=[O:12])[CH:8]=2)[NH:3]1.[CH2:23]([N:25]([CH2:40][CH3:41])[CH2:26][CH2:27][NH:28][C:29]([C:31]1[C:35]([CH3:36])=[C:34](C=O)[NH:33][C:32]=1[CH3:39])=[O:30])[CH3:24].N1CCCC[CH2:43]1. Product: [CH2:40]([N:25]([CH2:23][CH3:24])[CH2:26][CH2:27][NH:28][C:29]([C:31]1[C:35]([CH3:36])=[CH:34][N:33](/[CH:43]=[C:10]2\[C:2](=[O:1])[NH:3][C:4]3[C:9]\2=[CH:8][C:7]([S:11]([CH2:14][C:15]2[CH:22]=[CH:21][CH:20]=[CH:19][C:16]=2[C:17]#[N:18])(=[O:12])=[O:13])=[CH:6][CH:5]=3)[C:32]=1[CH3:39])=[O:30])[CH3:41]. The catalyst class is: 8. (4) Reactant: [H-].[Na+].[C:3]([O:9][CH3:10])(=[O:8])[CH2:4][C:5]([CH3:7])=[O:6].[Li]CCCC.C1CCCCC1.[F:22][C:23]1[CH:24]=[C:25]([CH:28]=[CH:29][CH:30]=1)[CH2:26]Br. Product: [CH3:10][O:9][C:3](=[O:8])[CH2:4][C:5](=[O:6])[CH2:7][CH2:26][C:25]1[CH:28]=[CH:29][CH:30]=[C:23]([F:22])[CH:24]=1. The catalyst class is: 1. (5) Reactant: [CH3:1][C@H:2]1[CH:7]2[CH2:8][CH2:9][C:10]3[C:14]([C@@:6]2([C:15]2[CH:20]=[CH:19][CH:18]=[CH:17][CH:16]=2)[CH:5]=[C:4]([C:21]#[N:22])[C:3]1=[O:23])=[N:13][NH:12][CH:11]=3.C(N(CC)CC)C.CN(C(ON1N=NC2C=CC=NC1=2)=[N+](C)C)C.F[P-](F)(F)(F)(F)F.[C:55]([O:59][C:60]([NH:62][CH2:63][C:64](O)=[O:65])=[O:61])([CH3:58])([CH3:57])[CH3:56]. Product: [C:21]([C:4]1[C:3](=[O:23])[C@@H:2]([CH3:1])[C@@H:7]2[CH2:8][CH2:9][C:10]3[C:14]([C@@:6]2([C:15]2[CH:20]=[CH:19][CH:18]=[CH:17][CH:16]=2)[CH:5]=1)=[N:13][N:12]([C:64](=[O:65])[CH2:63][NH:62][C:60](=[O:61])[O:59][C:55]([CH3:56])([CH3:57])[CH3:58])[CH:11]=3)#[N:22]. The catalyst class is: 4. (6) Product: [Br:2][C:3]1[CH:4]=[CH:5][C:6]([F:11])=[C:7]([CH:10]=1)[CH2:8][NH:9][S:22]([CH3:21])(=[O:24])=[O:23]. Reactant: Cl.[Br:2][C:3]1[CH:4]=[CH:5][C:6]([F:11])=[C:7]([CH:10]=1)[CH2:8][NH2:9].C(N(C(C)C)CC)(C)C.[CH3:21][S:22](Cl)(=[O:24])=[O:23]. The catalyst class is: 96. (7) Reactant: CN1CCCC1=O.Cl[C:9]1[N:10]([CH2:31][C:32]([F:35])([F:34])[F:33])[C:11]2[C:16]([N:17]=1)=[C:15]([N:18]1[CH2:23][CH2:22][O:21][CH2:20][CH2:19]1)[N:14]=[C:13]([C:24]1[CH:25]=[N:26][C:27]([NH2:30])=[N:28][CH:29]=1)[N:12]=2.[CH3:36][C@H:37]1[CH2:42][NH:41][CH2:40][CH2:39][NH:38]1. Product: [CH3:36][C@@H:37]1[NH:38][CH2:39][CH2:40][N:41]([C:9]2[N:10]([CH2:31][C:32]([F:35])([F:34])[F:33])[C:11]3[C:16]([N:17]=2)=[C:15]([N:18]2[CH2:23][CH2:22][O:21][CH2:20][CH2:19]2)[N:14]=[C:13]([C:24]2[CH:29]=[N:28][C:27]([NH2:30])=[N:26][CH:25]=2)[N:12]=3)[CH2:42]1. The catalyst class is: 61.